This data is from Full USPTO retrosynthesis dataset with 1.9M reactions from patents (1976-2016). The task is: Predict the reactants needed to synthesize the given product. (1) Given the product [CH3:1][N:2]([CH3:16])[C:3]1([C:10]2[CH:11]=[CH:12][CH:13]=[CH:14][CH:15]=2)[CH2:8][CH2:7][C:6]([C:23]2[CH:22]=[CH:21][CH:20]=[C:19]([O:18][CH3:17])[CH:24]=2)([OH:9])[CH2:5][CH2:4]1, predict the reactants needed to synthesize it. The reactants are: [CH3:1][N:2]([CH3:16])[C:3]1([C:10]2[CH:15]=[CH:14][CH:13]=[CH:12][CH:11]=2)[CH2:8][CH2:7][C:6](=[O:9])[CH2:5][CH2:4]1.[CH3:17][O:18][C:19]1[CH:20]=[C:21]([Mg]Br)[CH:22]=[CH:23][CH:24]=1.[NH4+].[Cl-]. (2) The reactants are: C[O:2][C:3](=[O:14])[C:4]1[CH:9]=[CH:8][C:7]([S:10](=[O:13])(=[O:12])N)=[N:6][CH:5]=1.[H-].[Na+].CI.C[N:20]([CH:22]=O)[CH3:21]. Given the product [CH3:22][N:20]([CH3:21])[S:10]([C:7]1[CH:8]=[CH:9][C:4]([C:3]([OH:14])=[O:2])=[CH:5][N:6]=1)(=[O:12])=[O:13], predict the reactants needed to synthesize it.